Dataset: Retrosynthesis with 50K atom-mapped reactions and 10 reaction types from USPTO. Task: Predict the reactants needed to synthesize the given product. Given the product Fc1ccc(-c2ccc3ncnc(NC4CCCCC4)c3c2)cc1, predict the reactants needed to synthesize it. The reactants are: Fc1ccc(-c2ccc3ncnc(Cl)c3c2)cc1.NC1CCCCC1.